Dataset: Peptide-MHC class I binding affinity with 185,985 pairs from IEDB/IMGT. Task: Regression. Given a peptide amino acid sequence and an MHC pseudo amino acid sequence, predict their binding affinity value. This is MHC class I binding data. (1) The peptide sequence is REVLNVRYM. The MHC is HLA-A11:01 with pseudo-sequence HLA-A11:01. The binding affinity (normalized) is 0.0847. (2) The peptide sequence is SVKGRFTI. The binding affinity (normalized) is 0. The MHC is HLA-A26:01 with pseudo-sequence HLA-A26:01. (3) The peptide sequence is NTSTCFQEY. The MHC is HLA-B08:02 with pseudo-sequence HLA-B08:02. The binding affinity (normalized) is 0.0847. (4) The peptide sequence is VMLQIPFYK. The MHC is HLA-A23:01 with pseudo-sequence HLA-A23:01. The binding affinity (normalized) is 0.470.